Predict the reactants needed to synthesize the given product. From a dataset of Full USPTO retrosynthesis dataset with 1.9M reactions from patents (1976-2016). (1) Given the product [CH3:1][C:2]1[CH:3]=[CH:4][C:5]([S:8]([O:11][CH2:12][CH2:13][CH2:14][CH:15]2[CH2:19][C:18]3([CH2:23][CH2:22][CH2:21][CH2:25][CH2:20]3)[C:17](=[O:24])[O:16]2)(=[O:9])=[O:10])=[CH:6][CH:7]=1, predict the reactants needed to synthesize it. The reactants are: [CH3:1][C:2]1[CH:7]=[CH:6][C:5]([S:8]([O:11][CH2:12][CH2:13][CH2:14][CH:15]2[CH2:19][C:18]3([CH2:23][CH2:22][CH2:21][CH2:20]3)[C:17](=[O:24])[O:16]2)(=[O:10])=[O:9])=[CH:4][CH:3]=1.[CH2:25](C1CC2(CCCCC2)C(=O)O1)CC=C.C(C1CC2(CCCC2)C(=O)O1)CC=C. (2) Given the product [CH3:1][C:2]1[N:6]([C:7]([C:14]2[CH:15]=[CH:16][CH:17]=[CH:18][CH:19]=2)([C:20]2[CH:25]=[CH:24][CH:23]=[CH:22][CH:21]=2)[C:8]2[CH:9]=[CH:10][CH:11]=[CH:12][CH:13]=2)[CH:5]=[N:4][C:3]=1[C:26](=[O:37])[CH2:27][CH2:28][CH2:29][O:30][CH:31]1[CH2:36][CH2:35][CH2:34][CH2:33][O:32]1, predict the reactants needed to synthesize it. The reactants are: [CH3:1][C:2]1[N:6]([C:7]([C:20]2[CH:25]=[CH:24][CH:23]=[CH:22][CH:21]=2)([C:14]2[CH:19]=[CH:18][CH:17]=[CH:16][CH:15]=2)[C:8]2[CH:13]=[CH:12][CH:11]=[CH:10][CH:9]=2)[CH:5]=[N:4][C:3]=1[C:26](=[O:37])[C:27]#[C:28][CH2:29][O:30][CH:31]1[CH2:36][CH2:35][CH2:34][CH2:33][O:32]1. (3) Given the product [O:11]1[CH2:12][CH2:13][N:8]([C:6]2[N:5]=[C:4]([N:14]3[CH2:20][C:16]4([CH2:19][O:18][CH2:17]4)[CH2:15]3)[N:3]=[C:2]([C:25]3[CH:24]=[N:23][C:22]([NH2:21])=[N:27][CH:26]=3)[CH:7]=2)[CH2:9][CH2:10]1, predict the reactants needed to synthesize it. The reactants are: Cl[C:2]1[CH:7]=[C:6]([N:8]2[CH2:13][CH2:12][O:11][CH2:10][CH2:9]2)[N:5]=[C:4]([N:14]2[CH2:20][C:16]3([CH2:19][O:18][CH2:17]3)[CH2:15]2)[N:3]=1.[NH2:21][C:22]1[N:27]=[CH:26][C:25](B2OC(C)(C)C(C)(C)O2)=[CH:24][N:23]=1. (4) Given the product [ClH:1].[CH3:25][C:24]1[CH:23]=[C:22]([OH:26])[C:21]([CH3:27])=[CH:20][C:19]=1[NH:18][C:2]1[CH:7]=[C:6]([C:8]([F:11])([F:10])[F:9])[N:5]=[C:4]([C:12]2[CH:17]=[CH:16][CH:15]=[CH:14][N:13]=2)[N:3]=1, predict the reactants needed to synthesize it. The reactants are: [Cl:1][C:2]1[CH:7]=[C:6]([C:8]([F:11])([F:10])[F:9])[N:5]=[C:4]([C:12]2[CH:17]=[CH:16][CH:15]=[CH:14][N:13]=2)[N:3]=1.[NH2:18][C:19]1[C:24]([CH3:25])=[CH:23][C:22]([OH:26])=[C:21]([CH3:27])[CH:20]=1. (5) Given the product [C:28]([C:23]1[CH:24]=[CH:25][CH:26]=[CH:27][C:22]=1[C:19]1[CH:18]=[CH:17][C:16]([CH2:15][C:12]2[C:13](=[O:14])[N:8]([CH:5]3[CH2:6][CH2:7][CH:2]([O:1][CH2:42][C:43]([O:45][CH2:46][CH3:47])=[O:44])[CH2:3][CH2:4]3)[C:9]3[N:10]([N:33]=[C:34]([C:36]([F:38])([F:39])[F:37])[N:35]=3)[C:11]=2[CH2:30][CH2:31][CH3:32])=[CH:21][CH:20]=1)#[N:29], predict the reactants needed to synthesize it. The reactants are: [OH:1][CH:2]1[CH2:7][CH2:6][CH:5]([N:8]2[C:13](=[O:14])[C:12]([CH2:15][C:16]3[CH:21]=[CH:20][C:19]([C:22]4[C:23]([C:28]#[N:29])=[CH:24][CH:25]=[CH:26][CH:27]=4)=[CH:18][CH:17]=3)=[C:11]([CH2:30][CH2:31][CH3:32])[N:10]3[N:33]=[C:34]([C:36]([F:39])([F:38])[F:37])[N:35]=[C:9]23)[CH2:4][CH2:3]1.[N+](=[CH:42][C:43]([O:45][CH2:46][CH3:47])=[O:44])=[N-]. (6) The reactants are: [CH:1]([C:4]1[CH:9]=[CH:8][C:7]([C:10]2[C:19]3[C:14](=[CH:15][CH:16]=[CH:17][C:18]=3OCC#C)[N:13]=[C:12]([C:24](O)=O)[N:11]=2)=[CH:6][CH:5]=1)([CH3:3])[CH3:2].NC1C=CC=[CH:33][C:29]=1[C:30](N)=[O:31].F[P-](F)(F)(F)(F)F.[N:44]1(O[P+](N(C)C)(N(C)C)N(C)C)[C:48]2[CH:49]=[CH:50][CH:51]=[CH:52][C:47]=2N=N1.[CH2:64]([N:66](C(C)C)C(C)C)C.C(O)(C(F)(F)F)=O. Given the product [CH:1]([C:4]1[CH:9]=[CH:8][C:7]([C:10]2[C:19]3[C:14](=[CH:15][CH:16]=[C:17]([O:31][CH2:30][C:29]#[CH:33])[CH:18]=3)[N:13]=[C:12]([C:24]3[NH:66][CH2:64][C:47]4[C:48](=[CH:49][CH:50]=[CH:51][CH:52]=4)[N:44]=3)[N:11]=2)=[CH:6][CH:5]=1)([CH3:2])[CH3:3], predict the reactants needed to synthesize it.